From a dataset of Catalyst prediction with 721,799 reactions and 888 catalyst types from USPTO. Predict which catalyst facilitates the given reaction. (1) Reactant: [Si]([O:8][C@H:9]1[CH2:14][CH2:13][C@@:12]([C@H:16]2[CH2:33][CH2:32][C@@:31]3([CH3:34])[C@@H:18]([CH2:19][C@H:20]4[C@@H:30]3[C@H:29]([CH3:35])[C@@:22]3([CH2:27][CH2:26][C@@H:25]([CH3:28])[CH2:24][O:23]3)[O:21]4)[C@@H:17]2[CH2:36][NH2:37])([CH3:15])[C@@H:11]([CH2:38][O:39][Si](C(C)(C)C)(C)C)[CH2:10]1)(C(C)(C)C)(C)C.O. Product: [NH4+:37].[OH-:8].[NH2:37][CH2:36][C@@H:17]1[C@@H:16]([C@@:12]2([CH3:15])[CH2:13][CH2:14][C@H:9]([OH:8])[CH2:10][C@@H:11]2[CH2:38][OH:39])[CH2:33][CH2:32][C@@:31]2([CH3:34])[C@H:18]1[CH2:19][C@H:20]1[C@@H:30]2[C@H:29]([CH3:35])[C@@:22]2([CH2:27][CH2:26][C@@H:25]([CH3:28])[CH2:24][O:23]2)[O:21]1. The catalyst class is: 52. (2) Product: [Br:6][C:7]1[CH:8]=[CH:9][C:10]([C:13]2[CH:14]=[CH:15][CH:16]=[CH:17][CH:18]=2)=[CH:11][C:2]=1[CH:1]=[O:4]. The catalyst class is: 15. Reactant: [C:1]([O-:4])(=O)[CH3:2].[Na+].[Br:6][C:7]1C=[CH:11][C:10]([C:13]2[CH:18]=[CH:17][CH:16]=[CH:15][CH:14]=2)=[C:9](C(Br)Br)[CH:8]=1.Cl. (3) Reactant: Cl.[NH2:2][C@H:3]1[CH2:7][CH2:6][CH2:5][C@H:4]1[C:8]([O:10][CH2:11][CH3:12])=[O:9].C(N(CC)CC)C.[CH:20]1([CH2:23][CH:24]=O)[CH2:22][CH2:21]1.C([BH3-])#N.[Na+]. Product: [CH2:11]([O:10][C:8]([C@@H:4]1[CH2:5][CH2:6][CH2:7][C@@H:3]1[NH:2][CH2:24][CH2:23][CH:20]1[CH2:22][CH2:21]1)=[O:9])[CH3:12].[CH2:11]([O:10][C:8]([C@@H:4]1[CH2:5][CH2:6][CH2:7][C@H:3]1[NH:2][CH2:24][CH2:23][CH:20]1[CH2:22][CH2:21]1)=[O:9])[CH3:12]. The catalyst class is: 8. (4) Reactant: [Cl:1][C:2]1[C:11]2[C:6](=[CH:7][C:8]([NH:12][CH2:13][C:14]3[CH:19]=[CH:18][CH:17]=[C:16]([C:20]([F:23])([F:22])[F:21])[CH:15]=3)=[CH:9][CH:10]=2)[C:5](Cl)=[N:4][N:3]=1.[OH-].[Na+].[O:27]1CCOCC1.Cl. Product: [Cl:1][C:2]1[C:11]2[C:6](=[CH:7][C:8]([NH:12][CH2:13][C:14]3[CH:19]=[CH:18][CH:17]=[C:16]([C:20]([F:23])([F:22])[F:21])[CH:15]=3)=[CH:9][CH:10]=2)[C:5]([OH:27])=[N:4][N:3]=1. The catalyst class is: 6. (5) Reactant: C(OC(=O)[NH:7][CH:8]([CH3:30])[CH2:9][C:10]1[CH:15]=[CH:14][CH:13]=[C:12]([N:16]=C(C2C=CC=CC=2)C2C=CC=CC=2)[CH:11]=1)(C)(C)C. Product: [NH2:7][CH:8]([CH3:30])[CH2:9][C:10]1[CH:11]=[C:12]([NH2:16])[CH:13]=[CH:14][CH:15]=1. The catalyst class is: 281. (6) Reactant: [F:1][C:2]([F:21])([F:20])[C:3]([C:5]1[NH:9][C:8]2[CH:10]=[C:11]([C:16]([F:19])([F:18])[F:17])[C:12]([C:14]#[N:15])=[CH:13][C:7]=2[N:6]=1)=[O:4].Br[CH2:23][C:24]#[C:25][CH3:26].[In].Cl. Product: [OH:4][C:3]([C:5]1[NH:9][C:8]2[CH:10]=[C:11]([C:16]([F:17])([F:18])[F:19])[C:12]([C:14]#[N:15])=[CH:13][C:7]=2[N:6]=1)([C:2]([F:20])([F:1])[F:21])[C:25]([CH3:26])=[C:24]=[CH2:23]. The catalyst class is: 299.